From a dataset of Catalyst prediction with 721,799 reactions and 888 catalyst types from USPTO. Predict which catalyst facilitates the given reaction. (1) Reactant: [CH3:1][NH:2][CH2:3][CH2:4][CH:5]([O:12][C:13]1[CH:14]=[CH:15][C:16]([C:19]([F:22])([F:21])[F:20])=[CH:17][CH:18]=1)[C:6]1[CH:7]=[CH:8][CH:9]=[CH:10][CH:11]=1.[ClH:23].[C:24]([OH:32])(=[O:31])[C:25]1[CH:30]=[CH:29][CH:28]=[CH:27][CH:26]=1. Product: [CH3:1][NH:2][CH2:3][CH2:4][CH:5]([O:12][C:13]1[CH:18]=[CH:17][C:16]([C:19]([F:20])([F:22])[F:21])=[CH:15][CH:14]=1)[C:6]1[CH:7]=[CH:8][CH:9]=[CH:10][CH:11]=1.[ClH:23].[C:24]([OH:32])(=[O:31])[C:25]1[CH:30]=[CH:29][CH:28]=[CH:27][CH:26]=1. The catalyst class is: 10. (2) Reactant: [CH3:1][N:2]1[CH2:10][C:9]2[C:4](=[C:5]([N+:18]([O-:20])=[O:19])[CH:6]=[CH:7][C:8]=2[N:11]2[CH2:16][CH2:15][C:14](=O)[CH2:13][CH2:12]2)[C:3]1=[O:21].[C:22]([O:26][C:27]([N:29]1[CH2:34][CH2:33][NH:32][CH2:31][CH2:30]1)=[O:28])([CH3:25])([CH3:24])[CH3:23].C(O[BH-](OC(=O)C)OC(=O)C)(=O)C.[Na+].[OH-].[Na+]. Product: [C:22]([O:26][C:27]([N:29]1[CH2:34][CH2:33][N:32]([CH:14]2[CH2:15][CH2:16][N:11]([C:8]3[CH:7]=[CH:6][C:5]([N+:18]([O-:20])=[O:19])=[C:4]4[C:9]=3[CH2:10][N:2]([CH3:1])[C:3]4=[O:21])[CH2:12][CH2:13]2)[CH2:31][CH2:30]1)=[O:28])([CH3:25])([CH3:23])[CH3:24]. The catalyst class is: 26.